Dataset: Catalyst prediction with 721,799 reactions and 888 catalyst types from USPTO. Task: Predict which catalyst facilitates the given reaction. Reactant: CO[C:3](=[O:18])[CH2:4][CH:5]([C:10]1[CH:15]=[C:14]([F:16])[CH:13]=[CH:12][C:11]=1[F:17])[CH2:6][N+:7]([O-:9])=[O:8].[CH2:19]=O.[CH2:21]([NH2:28])[C:22]1[CH:27]=[CH:26][CH:25]=[CH:24][CH:23]=1. Product: [CH2:21]([N:28]1[CH2:19][C@@H:6]([N+:7]([O-:9])=[O:8])[C@H:5]([C:10]2[CH:15]=[C:14]([F:16])[CH:13]=[CH:12][C:11]=2[F:17])[CH2:4][C:3]1=[O:18])[C:22]1[CH:27]=[CH:26][CH:25]=[CH:24][CH:23]=1. The catalyst class is: 14.